Dataset: Forward reaction prediction with 1.9M reactions from USPTO patents (1976-2016). Task: Predict the product of the given reaction. Given the reactants [Cl:1][C:2]1[CH:3]=[C:4]([NH:8][C:9]2[N:13]=[C:12]([C:14]3[CH:19]=[CH:18][N:17]=[C:16](Cl)[CH:15]=3)[N:11]([CH2:21][CH:22]([OH:25])[CH2:23][CH3:24])[N:10]=2)[CH:5]=[CH:6][CH:7]=1.[CH2:26]([NH2:28])[CH3:27], predict the reaction product. The product is: [Cl:1][C:2]1[CH:3]=[C:4]([NH:8][C:9]2[N:13]=[C:12]([C:14]3[CH:19]=[CH:18][N:17]=[C:16]([NH:28][CH2:26][CH3:27])[CH:15]=3)[N:11]([CH2:21][C@@H:22]([OH:25])[CH2:23][CH3:24])[N:10]=2)[CH:5]=[CH:6][CH:7]=1.